This data is from NCI-60 drug combinations with 297,098 pairs across 59 cell lines. The task is: Regression. Given two drug SMILES strings and cell line genomic features, predict the synergy score measuring deviation from expected non-interaction effect. (1) Drug 2: CN1C2=C(C=C(C=C2)N(CCCl)CCCl)N=C1CCCC(=O)O.Cl. Synergy scores: CSS=-5.54, Synergy_ZIP=12.1, Synergy_Bliss=8.83, Synergy_Loewe=-5.80, Synergy_HSA=-6.44. Cell line: LOX IMVI. Drug 1: C1=CC(=CC=C1C#N)C(C2=CC=C(C=C2)C#N)N3C=NC=N3. (2) Drug 1: CC1=C(C(=CC=C1)Cl)NC(=O)C2=CN=C(S2)NC3=CC(=NC(=N3)C)N4CCN(CC4)CCO. Drug 2: C(=O)(N)NO. Cell line: SNB-19. Synergy scores: CSS=5.39, Synergy_ZIP=-4.39, Synergy_Bliss=-0.909, Synergy_Loewe=-6.24, Synergy_HSA=-1.01. (3) Drug 1: CC(C1=C(C=CC(=C1Cl)F)Cl)OC2=C(N=CC(=C2)C3=CN(N=C3)C4CCNCC4)N. Drug 2: CC1=C(N=C(N=C1N)C(CC(=O)N)NCC(C(=O)N)N)C(=O)NC(C(C2=CN=CN2)OC3C(C(C(C(O3)CO)O)O)OC4C(C(C(C(O4)CO)O)OC(=O)N)O)C(=O)NC(C)C(C(C)C(=O)NC(C(C)O)C(=O)NCCC5=NC(=CS5)C6=NC(=CS6)C(=O)NCCC[S+](C)C)O. Cell line: LOX IMVI. Synergy scores: CSS=13.5, Synergy_ZIP=-5.96, Synergy_Bliss=-7.11, Synergy_Loewe=-5.12, Synergy_HSA=-4.34. (4) Drug 1: CC1=C2C(C(=O)C3(C(CC4C(C3C(C(C2(C)C)(CC1OC(=O)C(C(C5=CC=CC=C5)NC(=O)OC(C)(C)C)O)O)OC(=O)C6=CC=CC=C6)(CO4)OC(=O)C)OC)C)OC. Drug 2: CC1CCC2CC(C(=CC=CC=CC(CC(C(=O)C(C(C(=CC(C(=O)CC(OC(=O)C3CCCCN3C(=O)C(=O)C1(O2)O)C(C)CC4CCC(C(C4)OC)O)C)C)O)OC)C)C)C)OC. Cell line: NCI/ADR-RES. Synergy scores: CSS=12.9, Synergy_ZIP=-1.03, Synergy_Bliss=2.74, Synergy_Loewe=3.50, Synergy_HSA=3.33.